This data is from Reaction yield outcomes from USPTO patents with 853,638 reactions. The task is: Predict the reaction yield, written as a fraction of the theoretical maximum amount of product (1.0 means a 100% yield; for example, 0.34 means a 34% yield). (1) The reactants are C[O:2][C:3]([C:5]1[CH:6]=[C:7]([Cl:32])[CH:8]=[C:9]2[C:14]=1[NH:13][CH:12]([C:15]1[CH:20]=[CH:19][CH:18]=[C:17]([N:21]3[CH2:26][CH2:25][N:24]([C:27](=[O:29])[CH3:28])[CH2:23][CH2:22]3)[CH:16]=1)[C:11]([CH3:31])([CH3:30])[CH2:10]2)=[O:4].O.[OH-].[Li+].O.Cl. The catalyst is CO.O1CCCC1. The product is [C:27]([N:24]1[CH2:25][CH2:26][N:21]([C:17]2[CH:16]=[C:15]([CH:12]3[C:11]([CH3:31])([CH3:30])[CH2:10][C:9]4[C:14](=[C:5]([C:3]([OH:4])=[O:2])[CH:6]=[C:7]([Cl:32])[CH:8]=4)[NH:13]3)[CH:20]=[CH:19][CH:18]=2)[CH2:22][CH2:23]1)(=[O:29])[CH3:28]. The yield is 0.260. (2) The reactants are Br[CH:2]([C:4]1[CH:5]=[C:6]([C:21]([N:23]([CH3:25])[CH3:24])=[O:22])[CH:7]=[C:8]2[C:13]=1[O:12][C:11]([N:14]1[CH2:19][CH2:18][O:17][CH2:16][CH2:15]1)=[CH:10][C:9]2=[O:20])[CH3:3].C(N(CC)C1C=CC=CC=1)C.[C:37]([C:39]1[CH:40]=[C:41]([CH:44]=[C:45]([F:47])[CH:46]=1)[NH:42][CH3:43])#[CH:38]. The product is [C:37]([C:39]1[CH:40]=[C:41]([N:42]([CH3:43])[CH:2]([C:4]2[CH:5]=[C:6]([C:21]([N:23]([CH3:25])[CH3:24])=[O:22])[CH:7]=[C:8]3[C:13]=2[O:12][C:11]([N:14]2[CH2:19][CH2:18][O:17][CH2:16][CH2:15]2)=[CH:10][C:9]3=[O:20])[CH3:3])[CH:44]=[C:45]([F:47])[CH:46]=1)#[CH:38]. The yield is 0.340. The catalyst is CN(C=O)C. (3) The reactants are O[C@H:2]1[CH2:6][NH:5][C:4](=[O:7])[CH2:3]1.C(N(CC)CC)C.CS(Cl)(=O)=O.[Mn]([O-])(=O)(=O)=O.[N-:25]=[N+:26]=[N-:27].[Na+]. The catalyst is ClCCl.CN(C=O)C.C(OCC)(=O)C. The product is [N:25]([C@@H:2]1[CH2:6][NH:5][C:4](=[O:7])[CH2:3]1)=[N+:26]=[N-:27]. The yield is 0.320. (4) The reactants are [H-].[Na+].[C:3]([O:7][C:8]([N:10]1[CH2:15][CH2:14][CH:13]([OH:16])[CH:12]([F:17])[CH2:11]1)=[O:9])([CH3:6])([CH3:5])[CH3:4].F[C:19]1[CH:26]=[CH:25][CH:24]=[CH:23][C:20]=1[CH:21]=[O:22]. The catalyst is C1COCC1.[Cl-].[Na+].O. The product is [C:3]([O:7][C:8]([N:10]1[CH2:15][CH2:14][CH:13]([O:16][C:19]2[CH:26]=[CH:25][CH:24]=[CH:23][C:20]=2[CH:21]=[O:22])[CH:12]([F:17])[CH2:11]1)=[O:9])([CH3:6])([CH3:4])[CH3:5]. The yield is 0.660. (5) The reactants are [NH2:1][C:2]1[CH:7]=[CH:6][C:5]([Cl:8])=[CH:4][C:3]=1[C:9]([C:11]1[CH:16]=[CH:15][CH:14]=[CH:13][C:12]=1C)=[O:10].ClC1C=CC2N=[C:24](C3C=CC=CC=3)[O:25]C(=O)C=2C=1. No catalyst specified. The product is [NH2:1][C:2]1[CH:7]=[CH:6][C:5]([Cl:8])=[CH:4][C:3]=1[C:9]([C:11]1[CH:16]=[CH:15][CH:14]=[CH:13][C:12]=1[O:25][CH3:24])=[O:10]. The yield is 0.840. (6) The reactants are [OH:1][C:2]1[CH:7]=[CH:6][C:5]([S:8][CH2:9][CH2:10][CH2:11][C:12]([OH:14])=O)=[CH:4][CH:3]=1.[CH3:15][O:16][C:17]1[CH:25]=[CH:24][C:20]([CH2:21][NH:22][CH3:23])=[CH:19][CH:18]=1. No catalyst specified. The product is [OH:1][C:2]1[CH:3]=[CH:4][C:5]([S:8][CH2:9][CH2:10][CH2:11][C:12]([N:22]([CH2:21][C:20]2[CH:24]=[CH:25][C:17]([O:16][CH3:15])=[CH:18][CH:19]=2)[CH3:23])=[O:14])=[CH:6][CH:7]=1. The yield is 0.570. (7) The reactants are C1N=CN([C:6](N2C=NC=C2)=[O:7])C=1.Cl.[NH2:14][C@@H:15]1[CH2:24][CH2:23][CH2:22][C:21]2[C:20]([C:25]3[N:29]=[C:28]([C:30]4[CH:31]=[CH:32][C:33]([O:38][CH:39]([CH3:41])[CH3:40])=[C:34]([CH:37]=4)[C:35]#[N:36])[O:27][N:26]=3)=[CH:19][CH:18]=[CH:17][C:16]1=2.CCN(CC)CC.[CH3:49][N:50]([CH3:56])[C@@H:51]1[CH2:55][CH2:54][NH:53][CH2:52]1. The catalyst is C(Cl)Cl. The product is [C:35]([C:34]1[CH:37]=[C:30]([C:28]2[O:27][N:26]=[C:25]([C:20]3[CH:19]=[CH:18][CH:17]=[C:16]4[C:21]=3[CH2:22][CH2:23][CH2:24][C@H:15]4[NH:14][C:6]([N:53]3[CH2:54][CH2:55][C@@H:51]([N:50]([CH3:56])[CH3:49])[CH2:52]3)=[O:7])[N:29]=2)[CH:31]=[CH:32][C:33]=1[O:38][CH:39]([CH3:41])[CH3:40])#[N:36]. The yield is 0.700. (8) The reactants are C[O:2][C:3]([C:5]1([N:8]2[C:12]3[N:13]=[CH:14][N:15]=[CH:16][C:11]=3[CH:10]=[CH:9]2)[CH2:7][CH2:6]1)=O.[BH4-].[Na+]. The catalyst is C(O)C. The product is [N:13]1[C:12]2[N:8]([C:5]3([CH2:3][OH:2])[CH2:6][CH2:7]3)[CH:9]=[CH:10][C:11]=2[CH:16]=[N:15][CH:14]=1. The yield is 0.470. (9) The reactants are [Br:1][C:2]1[C:3]2[O:12][C:11]([CH:13]=O)=[CH:10][C:4]=2[C:5](=[O:9])[N:6]([CH3:8])[CH:7]=1.[F:15][C:16]1([F:22])[CH2:21][CH2:20][CH2:19][NH:18][CH2:17]1. The catalyst is CO.C(O)(=O)C. The product is [Br:1][C:2]1[C:3]2[O:12][C:11]([CH2:13][N:18]3[CH2:19][CH2:20][CH2:21][C:16]([F:22])([F:15])[CH2:17]3)=[CH:10][C:4]=2[C:5](=[O:9])[N:6]([CH3:8])[CH:7]=1. The yield is 0.530. (10) The reactants are C([O:8][C:9]1[CH:14]=[CH:13][C:12]([C:15]2[N:19]([C:20]3[CH:25]=[CH:24][C:23]([Cl:26])=[CH:22][C:21]=3[Cl:27])[N:18]=[C:17]([C:28]([NH:30][C:31]3[CH:36]=[CH:35][C:34]([CH3:37])=[CH:33][N:32]=3)=[O:29])[C:16]=2[CH3:38])=[CH:11][CH:10]=1)C1C=CC=CC=1.Br.C([O-])([O-])=O.[Na+].[Na+].C(Cl)Cl. The catalyst is C(O)(=O)C. The product is [Cl:27][C:21]1[CH:22]=[C:23]([Cl:26])[CH:24]=[CH:25][C:20]=1[N:19]1[C:15]([C:12]2[CH:11]=[CH:10][C:9]([OH:8])=[CH:14][CH:13]=2)=[C:16]([CH3:38])[C:17]([C:28]([NH:30][C:31]2[CH:36]=[CH:35][C:34]([CH3:37])=[CH:33][N:32]=2)=[O:29])=[N:18]1. The yield is 0.990.